This data is from NCI-60 drug combinations with 297,098 pairs across 59 cell lines. The task is: Regression. Given two drug SMILES strings and cell line genomic features, predict the synergy score measuring deviation from expected non-interaction effect. (1) Drug 1: CC=C1C(=O)NC(C(=O)OC2CC(=O)NC(C(=O)NC(CSSCCC=C2)C(=O)N1)C(C)C)C(C)C. Drug 2: CC1=C(C(=O)C2=C(C1=O)N3CC4C(C3(C2COC(=O)N)OC)N4)N. Cell line: KM12. Synergy scores: CSS=70.9, Synergy_ZIP=-5.12, Synergy_Bliss=-6.55, Synergy_Loewe=-2.96, Synergy_HSA=0.545. (2) Drug 1: CN(C)N=NC1=C(NC=N1)C(=O)N. Drug 2: CCC1(CC2CC(C3=C(CCN(C2)C1)C4=CC=CC=C4N3)(C5=C(C=C6C(=C5)C78CCN9C7C(C=CC9)(C(C(C8N6C=O)(C(=O)OC)O)OC(=O)C)CC)OC)C(=O)OC)O.OS(=O)(=O)O. Cell line: HS 578T. Synergy scores: CSS=24.6, Synergy_ZIP=-0.142, Synergy_Bliss=0.526, Synergy_Loewe=-32.4, Synergy_HSA=-1.69.